The task is: Predict the reaction yield, written as a fraction of the theoretical maximum amount of product (1.0 means a 100% yield; for example, 0.34 means a 34% yield).. This data is from Reaction yield outcomes from USPTO patents with 853,638 reactions. (1) The reactants are [NH2:1][C:2]1[CH:7]=[CH:6][C:5]([OH:8])=[CH:4][C:3]=1[CH2:9][NH:10][CH:11]1[CH2:16][CH2:15][N:14]([CH2:17][C:18]2[CH:23]=[CH:22][CH:21]=[CH:20][CH:19]=2)[CH2:13][CH2:12]1.[C:24](C1NC=CN=1)(C1NC=CN=1)=[O:25]. The catalyst is O1CCCC1. The product is [CH2:17]([N:14]1[CH2:13][CH2:12][CH:11]([N:10]2[CH2:9][C:3]3[C:2](=[CH:7][CH:6]=[C:5]([OH:8])[CH:4]=3)[NH:1][C:24]2=[O:25])[CH2:16][CH2:15]1)[C:18]1[CH:19]=[CH:20][CH:21]=[CH:22][CH:23]=1. The yield is 0.570. (2) The reactants are [CH3:1][C:2]1[CH:11]=[C:10]2[C:5]([C:6]([OH:16])=[CH:7][C:8]([C:12]([O:14]C)=[O:13])=[N:9]2)=[CH:4][CH:3]=1.[Li+].[OH-]. The catalyst is CO.O. The product is [CH3:1][C:2]1[CH:11]=[C:10]2[C:5]([C:6]([OH:16])=[CH:7][C:8]([C:12]([OH:14])=[O:13])=[N:9]2)=[CH:4][CH:3]=1. The yield is 0.980. (3) The reactants are CN(C)[CH:3]=[O:4].P(Cl)(Cl)(Cl)=O.[Cl:11][C:12]1[C:13]2[N:14]([CH:18]=[C:19]([C:21]3[CH:26]=[CH:25][C:24]([F:27])=[CH:23][CH:22]=3)[N:20]=2)[CH:15]=[CH:16][CH:17]=1.[OH-].[NH4+]. The catalyst is O. The product is [Cl:11][C:12]1[C:13]2[N:14]([C:18]([CH:3]=[O:4])=[C:19]([C:21]3[CH:26]=[CH:25][C:24]([F:27])=[CH:23][CH:22]=3)[N:20]=2)[CH:15]=[CH:16][CH:17]=1. The yield is 0.850. (4) The reactants are [N:1]1([CH2:7][CH2:8][CH2:9][O:10][C:11]2[CH:16]=[CH:15][C:14]([NH2:17])=[CH:13][CH:12]=2)[CH2:6][CH2:5][CH2:4][CH2:3][CH2:2]1.[F:18][C:19]1[CH:20]=[C:21]2[C:25](=[CH:26][CH:27]=1)[NH:24][C:23](=[O:28])[C:22]2=[CH:29]O. No catalyst specified. The product is [F:18][C:19]1[CH:20]=[C:21]2[C:25](=[CH:26][CH:27]=1)[NH:24][C:23](=[O:28])[C:22]2=[CH:29][NH:17][C:14]1[CH:13]=[CH:12][C:11]([O:10][CH2:9][CH2:8][CH2:7][N:1]2[CH2:2][CH2:3][CH2:4][CH2:5][CH2:6]2)=[CH:16][CH:15]=1. The yield is 0.470. (5) The reactants are [F:1][B-:2]([F:5])([F:4])[F:3].[NH+:6]1[CH:11]=[CH:10][CH:9]=C[CH:7]=1.[CH3:12][N:13]([CH3:18])[CH:14]=[CH:15][CH:16]=[O:17].[C:19](OC(=O)C)(=[O:21])C.[C:26](O)(=O)C. No catalyst specified. The product is [F:1][B-:2]([F:5])([F:4])[F:3].[CH3:12][N:13]([CH3:18])[CH:14]=[C:15]([C:16]([O:21][CH3:19])=[O:17])[CH:9]=[CH:10][CH:11]=[N+:6]([CH3:26])[CH3:7]. The yield is 0.650.